From a dataset of Forward reaction prediction with 1.9M reactions from USPTO patents (1976-2016). Predict the product of the given reaction. (1) Given the reactants [CH3:1][O:2][C:3]1[CH:21]=[CH:20][C:6]([CH2:7][N:8]2[CH:12]=[C:11]([C:13]3[N:14]=[C:15]([NH2:19])[S:16][C:17]=3[CH3:18])[CH:10]=[N:9]2)=[CH:5][CH:4]=1.Cl[C:23]1[CH:28]=[C:27]([F:29])[CH:26]=[CH:25][N:24]=1.CC1(C)C2C(=C(P(C3C=CC=CC=3)C3C=CC=CC=3)C=CC=2)OC2C(P(C3C=CC=CC=3)C3C=CC=CC=3)=CC=CC1=2.C(=O)([O-])[O-].[Cs+].[Cs+], predict the reaction product. The product is: [CH3:1][O:2][C:3]1[CH:21]=[CH:20][C:6]([CH2:7][N:8]2[CH:12]=[C:11]([C:13]3[N:14]=[C:15]([NH:19][C:23]4[CH:28]=[C:27]([F:29])[CH:26]=[CH:25][N:24]=4)[S:16][C:17]=3[CH3:18])[CH:10]=[N:9]2)=[CH:5][CH:4]=1. (2) Given the reactants C(C1N=C(N2CCOCC2)C2N=NN(CC3C=CC=CC=3Cl)C=2N=1)(C)(C)C.[C:28]([C:32]1[N:33]=[C:34](Cl)[C:35]2[N:40]=[N:39][N:38]([CH2:41][C:42]3[CH:47]=[CH:46][CH:45]=[CH:44][C:43]=3[Cl:48])[C:36]=2[N:37]=1)([CH3:31])([CH3:30])[CH3:29].C(O)(=O)C(O)=O.[CH2:56]1[C:59]2([CH2:63][CH2:62][NH:61][CH2:60]2)[CH2:58][O:57]1, predict the reaction product. The product is: [C:28]([C:32]1[N:33]=[C:34]([N:61]2[CH2:62][CH2:63][C:59]3([CH2:56][O:57][CH2:58]3)[CH2:60]2)[C:35]2[N:40]=[N:39][N:38]([CH2:41][C:42]3[CH:47]=[CH:46][CH:45]=[CH:44][C:43]=3[Cl:48])[C:36]=2[N:37]=1)([CH3:31])([CH3:30])[CH3:29]. (3) Given the reactants [CH3:1][C:2]([CH3:13])([CH3:12])[C@@H:3]([C:5]([O:7][C:8]([CH3:11])([CH3:10])[CH3:9])=[O:6])[NH2:4].C(N(CC)CC)C.[CH3:21][S:22](Cl)(=[O:24])=[O:23], predict the reaction product. The product is: [CH3:1][C:2]([CH3:13])([CH3:12])[C@@H:3]([C:5]([O:7][C:8]([CH3:11])([CH3:10])[CH3:9])=[O:6])[NH:4][S:22]([CH3:21])(=[O:24])=[O:23]. (4) Given the reactants [CH2:1]([O:3][C:4]([C:6]1[N:10]([CH2:11][C:12]2[CH:17]=[CH:16][CH:15]=[C:14]([Cl:18])[CH:13]=2)[C:9]2[CH:19]=[C:20](Br)[S:21][C:8]=2[CH:7]=1)=[O:5])[CH3:2].[F:23][C:24]([F:39])([F:38])[C:25]1[CH:26]=[C:27](B(O)O)[CH:28]=[C:29]([C:31]([F:34])([F:33])[F:32])[CH:30]=1.[O-]P([O-])([O-])=O.[K+].[K+].[K+].C(P(C(C)(C)C)C1C=CC=CC=1C1C=CC=CC=1)(C)(C)C.C([O-])([O-])=O.[Na+].[Na+], predict the reaction product. The product is: [CH2:1]([O:3][C:4]([C:6]1[N:10]([CH2:11][C:12]2[CH:17]=[CH:16][CH:15]=[C:14]([Cl:18])[CH:13]=2)[C:9]2[CH:19]=[C:20]([C:27]3[CH:28]=[C:29]([C:31]([F:34])([F:32])[F:33])[CH:30]=[C:25]([C:24]([F:23])([F:39])[F:38])[CH:26]=3)[S:21][C:8]=2[CH:7]=1)=[O:5])[CH3:2]. (5) Given the reactants F[C:2](F)(F)[C:3]([OH:5])=O.[Cl:8][C:9]1[C:10]([F:37])=[C:11]([CH:15]2[C:19]([C:22]3[CH:27]=[CH:26][C:25]([Cl:28])=[CH:24][CH:23]=3)([C:20]#[N:21])[CH:18]([CH2:29][C:30]([CH3:33])([CH3:32])[CH3:31])[NH:17][CH:16]2[C:34](O)=[O:35])[CH:12]=[CH:13][CH:14]=1.NCC[CH2:41][CH2:42][OH:43].C[N:45](C(ON1N=NC2C=CC=NC1=2)=[N+](C)C)C.F[P-](F)(F)(F)(F)F.CCN(C(C)C)C(C)C, predict the reaction product. The product is: [OH:43][CH2:42][CH2:41][O:5][CH2:3][CH2:2][NH:45][C:34]([CH:16]1[CH:15]([C:11]2[CH:12]=[CH:13][CH:14]=[C:9]([Cl:8])[C:10]=2[F:37])[C:19]([C:22]2[CH:23]=[CH:24][C:25]([Cl:28])=[CH:26][CH:27]=2)([C:20]#[N:21])[CH:18]([CH2:29][C:30]([CH3:32])([CH3:33])[CH3:31])[NH:17]1)=[O:35].